From a dataset of Forward reaction prediction with 1.9M reactions from USPTO patents (1976-2016). Predict the product of the given reaction. (1) The product is: [S:31]1[C:32]2[CH:38]=[CH:37][CH:36]=[CH:35][C:33]=2[N:34]=[C:30]1[C:2]1[N:3]([C:18]2[CH:23]=[CH:22][C:21]([Cl:24])=[CH:20][CH:19]=2)[C:4](=[O:17])[C:5]2[CH:10]=[N:9][N:8]([C:11]3[CH:16]=[CH:15][CH:14]=[CH:13][CH:12]=3)[C:6]=2[N:7]=1. Given the reactants Cl[C:2]1[N:3]([C:18]2[CH:23]=[CH:22][C:21]([Cl:24])=[CH:20][CH:19]=2)[C:4](=[O:17])[C:5]2[CH:10]=[N:9][N:8]([C:11]3[CH:16]=[CH:15][CH:14]=[CH:13][CH:12]=3)[C:6]=2[N:7]=1.C([Sn](CCCC)(CCCC)[C:30]1[S:31][C:32]2[CH:38]=[CH:37][CH:36]=[CH:35][C:33]=2[N:34]=1)CCC, predict the reaction product. (2) Given the reactants [I:1]I.[C:3]([C:7]1[CH:12]=[CH:11][C:10]([O:13][CH3:14])=[CH:9][C:8]=1[F:15])([CH3:6])([CH3:5])[CH3:4], predict the reaction product. The product is: [C:3]([C:7]1[CH:12]=[C:11]([I:1])[C:10]([O:13][CH3:14])=[CH:9][C:8]=1[F:15])([CH3:6])([CH3:4])[CH3:5]. (3) Given the reactants [F:1][C:2]1[CH:3]=[CH:4][C:5]2[N:6]=[CH:7][NH:8][C:9](=O)[C:10]=2[N:11]=1.O=P(Cl)(Cl)[Cl:15], predict the reaction product. The product is: [Cl:15][C:9]1[C:10]2[N:11]=[C:2]([F:1])[CH:3]=[CH:4][C:5]=2[N:6]=[CH:7][N:8]=1. (4) Given the reactants S(Cl)([Cl:3])=O.[N+:5]([C:8]1[CH:9]=[C:10]([CH:14]=[CH:15][CH:16]=1)[C:11](O)=[O:12])([O-:7])=[O:6], predict the reaction product. The product is: [N+:5]([C:8]1[CH:9]=[C:10]([CH:14]=[CH:15][CH:16]=1)[C:11]([Cl:3])=[O:12])([O-:7])=[O:6]. (5) Given the reactants [H-].[Al+3].[Li+].[H-].[H-].[H-].C([O:9][C:10]([CH:12]1[CH2:21][CH2:20][C:15]2([O:19][CH2:18][CH2:17][O:16]2)[CH2:14][CH2:13]1)=O)C, predict the reaction product. The product is: [O:16]1[C:15]2([CH2:20][CH2:21][CH:12]([CH2:10][OH:9])[CH2:13][CH2:14]2)[O:19][CH2:18][CH2:17]1. (6) Given the reactants [Cl:1][C:2]1[CH:3]=[N:4][CH:5]=[C:6]([Cl:20])[C:7]=1[S:8][C:9]1[S:13][C:12]([C:14](Cl)=[O:15])=[CH:11][C:10]=1[N+:17]([O-:19])=[O:18].[F:21][C:22]1[CH:30]=[CH:29][C:25]([CH2:26][CH2:27][NH2:28])=[CH:24][CH:23]=1, predict the reaction product. The product is: [Cl:1][C:2]1[CH:3]=[N:4][CH:5]=[C:6]([Cl:20])[C:7]=1[S:8][C:9]1[S:13][C:12]([C:14]([NH:28][CH2:27][CH2:26][C:25]2[CH:29]=[CH:30][C:22]([F:21])=[CH:23][CH:24]=2)=[O:15])=[CH:11][C:10]=1[N+:17]([O-:19])=[O:18].